From a dataset of Catalyst prediction with 721,799 reactions and 888 catalyst types from USPTO. Predict which catalyst facilitates the given reaction. (1) Reactant: [OH:1][C:2]1[CH:7]=[CH:6][C:5]2[C:8]3([CH2:24][O:25][C:4]=2[CH:3]=1)[C:16]1[C:11](=[CH:12][CH:13]=[CH:14][CH:15]=1)[N:10]([CH2:17][C@H:18]1[CH2:22][CH2:21][CH2:20][O:19]1)[C:9]3=[O:23].C(=O)([O-])[O-].[K+].[K+].Br[CH2:33][C:34]([O:36][CH3:37])=[O:35]. Product: [CH3:37][O:36][C:34](=[O:35])[CH2:33][O:1][C:2]1[CH:7]=[CH:6][C:5]2[C:8]3([CH2:24][O:25][C:4]=2[CH:3]=1)[C:16]1[C:11](=[CH:12][CH:13]=[CH:14][CH:15]=1)[N:10]([CH2:17][C@H:18]1[CH2:22][CH2:21][CH2:20][O:19]1)[C:9]3=[O:23]. The catalyst class is: 131. (2) Reactant: [Br:1][C:2]1[CH:3]=[CH:4][C:5](F)=[C:6]([C:8]([C:10]2[NH:11][CH:12]=[CH:13][CH:14]=2)=O)[CH:7]=1.O.[NH2:17][NH2:18]. Product: [Br:1][C:2]1[CH:7]=[C:6]2[C:5](=[CH:4][CH:3]=1)[NH:18][N:17]=[C:8]2[C:10]1[NH:11][CH:12]=[CH:13][CH:14]=1. The catalyst class is: 6.